Dataset: Forward reaction prediction with 1.9M reactions from USPTO patents (1976-2016). Task: Predict the product of the given reaction. (1) Given the reactants [Na].[C:2]([O:6][CH3:7])(=[O:5])[CH2:3][SH:4].C[O:9][C:10](=O)[C:11](Cl)=[CH2:12].Cl, predict the reaction product. The product is: [OH:9][C:10]1[CH:11]=[CH:12][S:4][C:3]=1[C:2]([O:6][CH3:7])=[O:5]. (2) Given the reactants [Br:1][C:2]1[CH:10]=[C:9]([F:11])[C:5]([C:6]([OH:8])=O)=[C:4]([F:12])[CH:3]=1.[CH3:13][C:14]1[CH:19]=[C:18]([CH3:20])[CH:17]=[CH:16][C:15]=1[N:21]1[CH2:26][CH2:25][NH:24][CH2:23][CH2:22]1.O.[Cl-].COC1N=C(OC)N=C([N+]2(C)CCOCC2)N=1, predict the reaction product. The product is: [Br:1][C:2]1[CH:3]=[C:4]([F:12])[C:5]([C:6]([N:24]2[CH2:25][CH2:26][N:21]([C:15]3[CH:16]=[CH:17][C:18]([CH3:20])=[CH:19][C:14]=3[CH3:13])[CH2:22][CH2:23]2)=[O:8])=[C:9]([F:11])[CH:10]=1. (3) Given the reactants [NH2:1][C:2]1[O:6][N:5]=[C:4]([CH3:7])[C:3]=1[Cl:8].[C:9]1([C:19]2[CH:24]=[CH:23][CH:22]=[CH:21][CH:20]=2)[CH:14]=[CH:13][CH:12]=[C:11]([S:15](Cl)(=[O:17])=[O:16])[CH:10]=1, predict the reaction product. The product is: [Cl:8][C:3]1[C:4]([CH3:7])=[N:5][O:6][C:2]=1[NH:1][S:15]([C:11]1[CH:10]=[C:9]([C:19]2[CH:20]=[CH:21][CH:22]=[CH:23][CH:24]=2)[CH:14]=[CH:13][CH:12]=1)(=[O:17])=[O:16]. (4) Given the reactants [Br:1][CH:2]([CH3:5])[CH2:3][OH:4].C1C=CC(P(C2C=CC=CC=2)C2C=CC=CC=2)=CC=1.N(C(OCC)=O)=NC(OCC)=O.[Br:37][C:38]1[CH:43]=[CH:42][C:41](O)=[C:40]([NH:45][C:46]([O:48][C:49]([CH3:52])([CH3:51])[CH3:50])=[O:47])[CH:39]=1, predict the reaction product. The product is: [C:49]([O:48][C:46](=[O:47])[NH:45][C:40]1[CH:39]=[C:38]([Br:37])[CH:43]=[CH:42][C:41]=1[O:4][CH2:3][CH:2]([Br:1])[CH3:5])([CH3:52])([CH3:50])[CH3:51]. (5) Given the reactants [CH2:1]([O:8][C:9]1[C:17]([CH3:18])=[CH:16][C:12]([C:13]([OH:15])=[O:14])=[CH:11][C:10]=1[CH2:19][CH3:20])[C:2]1[CH:7]=[CH:6][CH:5]=[CH:4][CH:3]=1.[C:21](OC(O[C:21]([CH3:24])([CH3:23])[CH3:22])N(C)C)([CH3:24])([CH3:23])[CH3:22], predict the reaction product. The product is: [C:21]([O:14][C:13](=[O:15])[C:12]1[CH:16]=[C:17]([CH3:18])[C:9]([O:8][CH2:1][C:2]2[CH:3]=[CH:4][CH:5]=[CH:6][CH:7]=2)=[C:10]([CH2:19][CH3:20])[CH:11]=1)([CH3:24])([CH3:23])[CH3:22].